This data is from Full USPTO retrosynthesis dataset with 1.9M reactions from patents (1976-2016). The task is: Predict the reactants needed to synthesize the given product. (1) Given the product [O:1]1[C:5]2[CH:6]=[CH:7][C:8]([CH2:10][C:11]([NH:14][C:15]3[CH:23]=[C:22]([F:24])[CH:21]=[C:20]([F:25])[C:16]=3[C:17]([OH:19])=[O:18])=[O:12])=[CH:9][C:4]=2[O:3][CH2:2]1, predict the reactants needed to synthesize it. The reactants are: [O:1]1[C:5]2[CH:6]=[CH:7][C:8]([CH2:10][C:11](Cl)=[O:12])=[CH:9][C:4]=2[O:3][CH2:2]1.[NH2:14][C:15]1[CH:23]=[C:22]([F:24])[CH:21]=[C:20]([F:25])[C:16]=1[C:17]([OH:19])=[O:18].N1C=CC=CC=1. (2) Given the product [CH2:38]([OH:37])[C@H:39]([C@H:40]([C@@H:41]([C@@H:42]([CH2:44][OH:45])[OH:43])[OH:47])[OH:48])[OH:49], predict the reactants needed to synthesize it. The reactants are: C(N(CC(O)=O)CC(O)=O)CN(CC(O)=O)CC(O)=O.C1CCC([NH3+])CC1.C1C2NC=C([O:37][CH:38]3[O:43][CH:42]([C:44]([O-])=[O:45])[CH:41]([OH:47])[CH:40]([OH:48])[CH:39]3[OH:49])C=2C(Cl)=C(Br)C=1. (3) The reactants are: [N:1]1[CH:6]=[CH:5][C:4]([O:7][C:8]2[CH:15]=[CH:14][C:11]([C:12]#[N:13])=[CH:10][CH:9]=2)=[CH:3][CH:2]=1.[NH2:16][OH:17]. Given the product [OH:17]/[N:16]=[C:12](\[NH2:13])/[C:11]1[CH:10]=[CH:9][C:8]([O:7][C:4]2[CH:5]=[CH:6][N:1]=[CH:2][CH:3]=2)=[CH:15][CH:14]=1, predict the reactants needed to synthesize it. (4) Given the product [C:21]([C:18]1[CH:19]=[CH:20][C:15]([C:11]2[CH:12]=[C:13]3[C:8](=[CH:9][CH:10]=2)[N:7]([C:26]2[CH:31]=[CH:30][C:29]([CH3:32])=[C:28]([N+:33]([O-:35])=[O:34])[CH:27]=2)[C:6]([C:4]([OH:3])=[O:5])=[CH:14]3)=[CH:16][CH:17]=1)([CH3:22])([CH3:24])[CH3:23], predict the reactants needed to synthesize it. The reactants are: C([O:3][C:4]([C:6]1[NH:7][C:8]2[C:13]([CH:14]=1)=[CH:12][C:11]([C:15]1[CH:20]=[CH:19][C:18]([C:21]([CH3:24])([CH3:23])[CH3:22])=[CH:17][CH:16]=1)=[CH:10][CH:9]=2)=[O:5])C.Br[C:26]1[CH:31]=[CH:30][C:29]([CH3:32])=[C:28]([N+:33]([O-:35])=[O:34])[CH:27]=1. (5) Given the product [F:1][C:2]1[CH:31]=[CH:30][C:29]([F:32])=[CH:28][C:3]=1[CH2:4][NH:5][C:6]1[C:11]([C:12]([NH2:14])=[O:13])=[CH:10][N:9]=[C:8]([NH:15][C:16]2[CH:21]=[CH:20][C:19]([CH:22]3[CH2:23][CH2:24][N:25]([CH:42]=[O:43])[CH2:26][CH2:27]3)=[CH:18][CH:17]=2)[CH:7]=1, predict the reactants needed to synthesize it. The reactants are: [F:1][C:2]1[CH:31]=[CH:30][C:29]([F:32])=[CH:28][C:3]=1[CH2:4][NH:5][C:6]1[C:11]([C:12]([NH2:14])=[O:13])=[CH:10][N:9]=[C:8]([NH:15][C:16]2[CH:21]=[CH:20][C:19]([CH:22]3[CH2:27][CH2:26][NH:25][CH2:24][CH2:23]3)=[CH:18][CH:17]=2)[CH:7]=1.CCN(C(C)C)C(C)C.[C:42](O)(C(F)(F)F)=[O:43]. (6) Given the product [C:22]([C:19]1[CH:20]=[CH:21][C:16]([N:15]2[CH2:14][CH2:13][C:5]3[C:4](=[C:9]([N+:10]([O-:12])=[O:11])[CH:8]=[CH:7][CH:6]=3)[C:3]2=[O:2])=[CH:17][CH:18]=1)([CH3:23])([CH3:25])[CH3:24], predict the reactants needed to synthesize it. The reactants are: C[O:2][C:3](=O)[C:4]1[C:9]([N+:10]([O-:12])=[O:11])=[CH:8][CH:7]=[CH:6][C:5]=1[CH2:13][CH2:14][NH:15][C:16]1[CH:21]=[CH:20][C:19]([C:22]([CH3:25])([CH3:24])[CH3:23])=[CH:18][CH:17]=1.Cl.